The task is: Predict the reaction yield, written as a fraction of the theoretical maximum amount of product (1.0 means a 100% yield; for example, 0.34 means a 34% yield).. This data is from Reaction yield outcomes from USPTO patents with 853,638 reactions. (1) The reactants are [C:1]([O:5][C:6]([N:8]1[CH2:13][CH2:12][O:11][CH:10]([CH2:14][OH:15])[CH2:9]1)=[O:7])([CH3:4])([CH3:3])[CH3:2].C(OC(N1CCCC(CO[C:31]2[CH:36]=[CH:35][CH:34]=[CH:33][C:32]=2[Cl:37])C1)=O)(C)(C)C. No catalyst specified. The product is [C:1]([O:5][C:6]([N:8]1[CH2:13][CH2:12][O:11][CH:10]([CH2:14][O:15][C:31]2[CH:36]=[CH:35][CH:34]=[CH:33][C:32]=2[Cl:37])[CH2:9]1)=[O:7])([CH3:4])([CH3:3])[CH3:2]. The yield is 0.860. (2) The reactants are [F:1][CH2:2][C:3]([C:7]1[CH:11]=[C:10]([NH:12][C:13](=[O:21])OC2C=CC=CC=2)[N:9]([C:22]2[CH:27]=[CH:26][CH:25]=[CH:24][CH:23]=2)[N:8]=1)([CH3:6])[CH2:4][F:5].[CH3:28][O:29][C:30]1[CH:31]=[C:32]2[C:37](=[CH:38][C:39]=1[O:40][CH2:41][CH2:42][O:43][CH3:44])[N:36]=[CH:35][N:34]=[C:33]2[S:45][C:46]1[CH:47]=[C:48]([CH:50]=[CH:51][CH:52]=1)[NH2:49].C(N(CC)C(C)C)(C)C. The catalyst is C1COCC1. The product is [F:1][CH2:2][C:3]([C:7]1[CH:11]=[C:10]([NH:12][C:13]([NH:49][C:48]2[CH:50]=[CH:51][CH:52]=[C:46]([S:45][C:33]3[C:32]4[C:37](=[CH:38][C:39]([O:40][CH2:41][CH2:42][O:43][CH3:44])=[C:30]([O:29][CH3:28])[CH:31]=4)[N:36]=[CH:35][N:34]=3)[CH:47]=2)=[O:21])[N:9]([C:22]2[CH:23]=[CH:24][CH:25]=[CH:26][CH:27]=2)[N:8]=1)([CH3:6])[CH2:4][F:5]. The yield is 0.280. (3) The reactants are C(OC([N:8]1[CH2:13][CH2:12][O:11][C:10]2[CH:14]=[CH:15][C:16]([CH2:18][CH2:19][O:20][C:21]3[CH:40]=[CH:39][C:24]([CH2:25][C@@H:26]([C:35]([O:37][CH3:38])=[O:36])[NH:27]C(OC(C)(C)C)=O)=[CH:23][CH:22]=3)=[N:17][C:9]1=2)=O)(C)(C)C. The catalyst is C(O)(C(F)(F)F)=O.C(Cl)Cl. The product is [O:11]1[CH2:12][CH2:13][NH:8][C:9]2[N:17]=[C:16]([CH2:18][CH2:19][O:20][C:21]3[CH:40]=[CH:39][C:24]([CH2:25][C@@H:26]([C:35]([O:37][CH3:38])=[O:36])[NH2:27])=[CH:23][CH:22]=3)[CH:15]=[CH:14][C:10]1=2. The yield is 0.800. (4) The reactants are [Br:1][C:2]1[CH:3]=[C:4]([CH:6]=[C:7]([Br:9])[CH:8]=1)[NH2:5].Cl[C:11]1[N:16]=[C:15]([CH3:17])[CH:14]=[CH:13][N:12]=1.C(O)(=O)C. The catalyst is O1CCOCC1. The product is [Br:1][C:2]1[CH:3]=[C:4]([NH:5][C:11]2[N:16]=[C:15]([CH3:17])[CH:14]=[CH:13][N:12]=2)[CH:6]=[C:7]([Br:9])[CH:8]=1. The yield is 0.850.